From a dataset of Forward reaction prediction with 1.9M reactions from USPTO patents (1976-2016). Predict the product of the given reaction. (1) Given the reactants [Cl:1][C:2]1[N:3]=[N:4][CH:5]=[C:6](Cl)[C:7]=1[Cl:8].CCN(C(C)C)C(C)C.[CH2:19]([O:26][C:27]([N:29]1[CH2:34][CH2:33][CH:32]([CH2:35][NH2:36])[CH2:31][CH2:30]1)=[O:28])[C:20]1[CH:25]=[CH:24][CH:23]=[CH:22][CH:21]=1, predict the reaction product. The product is: [CH2:19]([O:26][C:27]([N:29]1[CH2:34][CH2:33][CH:32]([CH2:35][NH:36][C:6]2[C:7]([Cl:8])=[C:2]([Cl:1])[N:3]=[N:4][CH:5]=2)[CH2:31][CH2:30]1)=[O:28])[C:20]1[CH:25]=[CH:24][CH:23]=[CH:22][CH:21]=1. (2) Given the reactants [F:1][C:2]1[CH:10]=[C:9]([NH:11][CH3:12])[C:8]([N+:13]([O-:15])=[O:14])=[CH:7][C:3]=1[C:4]([OH:6])=O.CN(C(ON1N=NC2C=CC=CC1=2)=[N+](C)C)C.F[P-](F)(F)(F)(F)F.CCN(C(C)C)C(C)C.[CH3:49][O:50][CH2:51][CH2:52][NH2:53], predict the reaction product. The product is: [F:1][C:2]1[CH:10]=[C:9]([NH:11][CH3:12])[C:8]([N+:13]([O-:15])=[O:14])=[CH:7][C:3]=1[C:4]([NH:53][CH2:52][CH2:51][O:50][CH3:49])=[O:6]. (3) Given the reactants [Cl:1][C:2]1[C:7]2[C:8](=[O:22])[N:9]([CH2:11][C:12]3[CH:17]=[CH:16][C:15]([O:18][CH3:19])=[CH:14][C:13]=3[O:20][CH3:21])[CH2:10][C:6]=2[C:5]([F:23])=[C:4](Cl)[N:3]=1.[NH2:25][C@H:26]1[CH2:31][CH2:30][CH2:29][CH2:28][C@H:27]1[NH:32][C:33](=[O:39])[O:34][C:35]([CH3:38])([CH3:37])[CH3:36].CCN(C(C)C)C(C)C, predict the reaction product. The product is: [Cl:1][C:2]1[C:7]2[C:8](=[O:22])[N:9]([CH2:11][C:12]3[CH:17]=[CH:16][C:15]([O:18][CH3:19])=[CH:14][C:13]=3[O:20][CH3:21])[CH2:10][C:6]=2[C:5]([F:23])=[C:4]([NH:25][C@H:26]2[CH2:31][CH2:30][CH2:29][CH2:28][C@H:27]2[NH:32][C:33](=[O:39])[O:34][C:35]([CH3:37])([CH3:36])[CH3:38])[N:3]=1. (4) Given the reactants [CH2:1]([O:3][C:4](=[O:18])[NH:5][C:6]1[C:11]([O:12][C:13]([F:16])([F:15])[F:14])=[CH:10][CH:9]=[CH:8][C:7]=1I)[CH3:2].[Si:19]([C:23]#[CH:24])([CH3:22])([CH3:21])[CH3:20], predict the reaction product. The product is: [CH2:1]([O:3][C:4](=[O:18])[NH:5][C:6]1[C:7]([C:24]#[C:23][Si:19]([CH3:22])([CH3:21])[CH3:20])=[CH:8][CH:9]=[CH:10][C:11]=1[O:12][C:13]([F:16])([F:15])[F:14])[CH3:2]. (5) Given the reactants [C:1]([O:5][C:6](=[O:18])[NH:7][C@@H:8]1[C:16]2[C:11](=[CH:12][CH:13]=[CH:14][CH:15]=2)[CH2:10][C@H:9]1[OH:17])([CH3:4])([CH3:3])[CH3:2].C[Si](C)(C)N[Si](C)(C)C.[K].C1(C)C=CC=CC=1.[CH3:36][O:37][CH2:38]Cl.[Cl-].[NH4+].C1[CH2:46][O:45][CH2:44]C1, predict the reaction product. The product is: [CH3:36][O:37][CH2:38][O:17][C@@H:9]1[CH2:10][C:11]2[C:16](=[CH:15][CH:14]=[CH:13][CH:12]=2)[C@H:8]1[N:7]([CH2:44][O:45][CH3:46])[C:6](=[O:18])[O:5][C:1]([CH3:4])([CH3:2])[CH3:3].